From a dataset of Reaction yield outcomes from USPTO patents with 853,638 reactions. Predict the reaction yield, written as a fraction of the theoretical maximum amount of product (1.0 means a 100% yield; for example, 0.34 means a 34% yield). (1) The reactants are [OH-].[K+].C[Si](C)(C)[C:5]#[C:6][C:7]1[CH:12]=[CH:11][CH:10]=[CH:9][C:8]=1[NH:13][C:14](=[O:16])[CH3:15]. The catalyst is O.CO. The product is [C:6]([C:7]1[CH:12]=[CH:11][CH:10]=[CH:9][C:8]=1[NH:13][C:14](=[O:16])[CH3:15])#[CH:5]. The yield is 0.840. (2) The reactants are [OH:1][C:2]1[CH:11]=[C:10]2[C:5]([CH2:6][CH2:7][C:8](=[O:12])[NH:9]2)=[CH:4][CH:3]=1.C(=O)([O-])[O-].[K+].[K+].Br[CH2:20][C:21]1[CH:33]=[CH:32][C:24]([C:25]([O:27][C:28]([CH3:31])([CH3:30])[CH3:29])=[O:26])=[CH:23][CH:22]=1.O. The catalyst is CN(C)C=O.C(OCC)C. The product is [O:12]=[C:8]1[CH2:7][CH2:6][C:5]2[C:10](=[CH:11][C:2]([O:1][CH2:20][C:21]3[CH:33]=[CH:32][C:24]([C:25]([O:27][C:28]([CH3:29])([CH3:31])[CH3:30])=[O:26])=[CH:23][CH:22]=3)=[CH:3][CH:4]=2)[NH:9]1. The yield is 0.550. (3) The reactants are [C:1]([O:4][C:5]1[CH:6]=[C:7]2[C:12](=[CH:13][C:14]=1[O:15][CH3:16])[N:11]=[C:10]([C:17]1[CH:22]=[CH:21][CH:20]=[C:19]([C:23]3[CH:28]=[CH:27][CH:26]=[CH:25][CH:24]=3)[CH:18]=1)[N:9]=[C:8]2Cl)(=[O:3])[CH3:2].[NH2:30][C:31]1[CH:32]=[C:33]2[C:37](=[CH:38][CH:39]=1)[N:36]([C:40]([O:42][C:43]([CH3:46])([CH3:45])[CH3:44])=[O:41])[N:35]=[CH:34]2. The catalyst is C(O)(C)C. The product is [C:1]([O:4][C:5]1[CH:6]=[C:7]2[C:12](=[CH:13][C:14]=1[O:15][CH3:16])[N:11]=[C:10]([C:17]1[CH:22]=[CH:21][CH:20]=[C:19]([C:23]3[CH:28]=[CH:27][CH:26]=[CH:25][CH:24]=3)[CH:18]=1)[N:9]=[C:8]2[NH:30][C:31]1[CH:32]=[C:33]2[C:37](=[CH:38][CH:39]=1)[N:36]([C:40]([O:42][C:43]([CH3:46])([CH3:45])[CH3:44])=[O:41])[N:35]=[CH:34]2)(=[O:3])[CH3:2]. The yield is 0.770. (4) The yield is 0.0400. The product is [NH2:1][C:2]1[C:3]2[C:10]([C:11]3[CH:16]=[CH:15][C:14]([O:17][C:18]4[CH:19]=[CH:20][CH:21]=[CH:22][CH:23]=4)=[CH:13][CH:12]=3)=[C:9]([CH3:24])[N:8]([CH2:25][C@@H:26]3[CH2:30][CH2:29][CH2:28][N:27]3[C:31]([C:32](=[CH:39][C:38]([N:37]([CH3:43])[CH3:36])([CH3:42])[CH3:41])[C:33]#[N:34])=[O:35])[C:4]=2[N:5]=[CH:6][N:7]=1. The catalyst is CCO. The reactants are [NH2:1][C:2]1[C:3]2[C:10]([C:11]3[CH:16]=[CH:15][C:14]([O:17][C:18]4[CH:23]=[CH:22][CH:21]=[CH:20][CH:19]=4)=[CH:13][CH:12]=3)=[C:9]([CH3:24])[N:8]([CH2:25][C@@H:26]3[CH2:30][CH2:29][CH2:28][N:27]3[C:31](=[O:35])[CH2:32][C:33]#[N:34])[C:4]=2[N:5]=[CH:6][N:7]=1.[CH3:36][N:37]([CH3:43])[C:38]([CH3:42])([CH3:41])[CH:39]=O.C(O)(=O)C.N1CCCCC1. (5) The reactants are [H-].[Na+].[S:3]1[C:7]2[CH:8]=[CH:9][CH:10]=[CH:11][C:6]=2[N:5]=[C:4]1[CH2:12][C:13]1[CH:18]=[CH:17][C:16]([OH:19])=[CH:15][CH:14]=1.[C:20]([O:24][C:25]([N:27]1[CH2:31][CH2:30][CH2:29][C@@H:28]1[CH2:32]OS(C1C=CC(C)=CC=1)(=O)=O)=[O:26])([CH3:23])([CH3:22])[CH3:21]. The catalyst is CN(C=O)C. The product is [C:20]([O:24][C:25]([N:27]1[CH2:31][CH2:30][CH2:29][C@@H:28]1[CH2:32][O:19][C:16]1[CH:15]=[CH:14][C:13]([CH2:12][C:4]2[S:3][C:7]3[CH:8]=[CH:9][CH:10]=[CH:11][C:6]=3[N:5]=2)=[CH:18][CH:17]=1)=[O:26])([CH3:23])([CH3:21])[CH3:22]. The yield is 0.700. (6) The reactants are [C:1]1([CH3:11])[CH:6]=[CH:5][C:4]([CH2:7][C:8]([OH:10])=O)=[CH:3][CH:2]=1.C(Cl)(=O)C(Cl)=O.[NH2:18][C:19](=[N:25]O)[C:20]([O:22][CH2:23][CH3:24])=[O:21].C(N(CC)C(C)C)(C)C. The catalyst is ClCCl.N1C=CC=CC=1.CN(C=O)C. The product is [CH3:11][C:1]1[CH:2]=[CH:3][C:4]([CH2:7][C:8]2[O:10][N:25]=[C:19]([C:20]([O:22][CH2:23][CH3:24])=[O:21])[N:18]=2)=[CH:5][CH:6]=1. The yield is 0.230. (7) The reactants are ClC1N=C(C2SC(C(C)C)=NC=2C2C=C(NS(C3C(F)=CC=CC=3F)(=O)=O)C=CC=2)C=CN=1.[Cl:34][C:35]1[N:40]=[C:39]([C:41]2[S:45][C:44]([CH:46]([CH3:48])[CH3:47])=[N:43][C:42]=2[C:49]2[CH:50]=[C:51]([CH:53]=[CH:54][CH:55]=2)[NH2:52])[CH:38]=[CH:37][N:36]=1.[F:56][C:57]1[CH:58]=[CH:59][C:60]([O:67][CH3:68])=[C:61]([S:63](Cl)(=[O:65])=[O:64])[CH:62]=1. No catalyst specified. The product is [Cl:34][C:35]1[N:40]=[C:39]([C:41]2[S:45][C:44]([CH:46]([CH3:48])[CH3:47])=[N:43][C:42]=2[C:49]2[CH:50]=[C:51]([NH:52][S:63]([C:61]3[CH:62]=[C:57]([F:56])[CH:58]=[CH:59][C:60]=3[O:67][CH3:68])(=[O:64])=[O:65])[CH:53]=[CH:54][CH:55]=2)[CH:38]=[CH:37][N:36]=1. The yield is 0.790.